This data is from Forward reaction prediction with 1.9M reactions from USPTO patents (1976-2016). The task is: Predict the product of the given reaction. (1) Given the reactants Br[C:2]1[CH:11]=[C:10]2[C:5]([C:6]([NH:12][C:13]([NH:15][C:16]3[CH:21]=[N:20][CH:19]=[CH:18][N:17]=3)=[O:14])=[CH:7][CH:8]=[N:9]2)=[CH:4][CH:3]=1.[C@H:22]12[CH2:28][C@H:25]([NH:26][CH2:27]1)[CH2:24][N:23]2[C:29]([O:31][C:32]([CH3:35])([CH3:34])[CH3:33])=[O:30], predict the reaction product. The product is: [N:17]1[CH:18]=[CH:19][N:20]=[CH:21][C:16]=1[NH:15][C:13](=[O:14])[NH:12][C:6]1[C:5]2[C:10](=[CH:11][C:2]([N:26]3[CH2:27][C@@H:22]4[CH2:28][C@H:25]3[CH2:24][N:23]4[C:29]([O:31][C:32]([CH3:35])([CH3:34])[CH3:33])=[O:30])=[CH:3][CH:4]=2)[N:9]=[CH:8][CH:7]=1. (2) Given the reactants [Br:1][C:2]1[CH:3]=[C:4]2[C:10]3([CH2:14][CH2:13][NH:12][CH2:11]3)[CH2:9][N:8]([C:15]([NH:17][C:18]3[S:19][C:20]([Cl:23])=[CH:21][N:22]=3)=[O:16])[C:5]2=[CH:6][CH:7]=1.C(N(CC)CC)C.[C:31]([NH:38][CH2:39][C:40](O)=[O:41])([O:33][C:34]([CH3:37])([CH3:36])[CH3:35])=[O:32].Cl.C(N=C=NCCCN(C)C)C, predict the reaction product. The product is: [Br:1][C:2]1[CH:3]=[C:4]2[C:10]3([CH2:14][CH2:13][N:12]([C:40](=[O:41])[CH2:39][NH:38][C:31](=[O:32])[O:33][C:34]([CH3:35])([CH3:36])[CH3:37])[CH2:11]3)[CH2:9][N:8]([C:15](=[O:16])[NH:17][C:18]3[S:19][C:20]([Cl:23])=[CH:21][N:22]=3)[C:5]2=[CH:6][CH:7]=1. (3) Given the reactants [NH2:1][C:2]1[CH:14]=[CH:13][CH:12]=[CH:11][C:3]=1[C:4]([NH:6][CH2:7][CH2:8][O:9][CH3:10])=[O:5].[CH:15]([C:17]1[CH:18]=[CH:19][C:20]([O:37][CH3:38])=[C:21]([CH:36]=1)[CH2:22][O:23][C:24]1[C:29]([CH3:30])=[CH:28][C:27]([NH:31][C:32](=[O:34])[CH3:33])=[CH:26][C:25]=1[CH3:35])=O.C(S([O-])(=O)=O)(F)(F)F.C(S([O-])(=O)=O)(F)(F)F.C(S([O-])(=O)=O)(F)(F)F.[Yb+3], predict the reaction product. The product is: [CH3:38][O:37][C:20]1[CH:19]=[CH:18][C:17]([CH:15]2[N:6]([CH2:7][CH2:8][O:9][CH3:10])[C:4](=[O:5])[C:3]3[C:2](=[CH:14][CH:13]=[CH:12][CH:11]=3)[NH:1]2)=[CH:36][C:21]=1[CH2:22][O:23][C:24]1[C:25]([CH3:35])=[CH:26][C:27]([NH:31][C:32](=[O:34])[CH3:33])=[CH:28][C:29]=1[CH3:30]. (4) Given the reactants [C:1]([O:5][C:6]([N:8]1[CH2:13][CH2:12][CH:11]([CH:14]=[CH:15][C:16](=[O:23])[C:17]2[CH:18]=[N:19][CH:20]=[CH:21][CH:22]=2)[CH2:10][CH2:9]1)=[O:7])([CH3:4])([CH3:3])[CH3:2], predict the reaction product. The product is: [C:1]([O:5][C:6]([N:8]1[CH2:9][CH2:10][CH:11]([CH2:14][CH2:15][C:16](=[O:23])[C:17]2[CH:18]=[N:19][CH:20]=[CH:21][CH:22]=2)[CH2:12][CH2:13]1)=[O:7])([CH3:4])([CH3:2])[CH3:3].